Dataset: Full USPTO retrosynthesis dataset with 1.9M reactions from patents (1976-2016). Task: Predict the reactants needed to synthesize the given product. (1) Given the product [S:21]1[CH:22]=[CH:23][C:19]([C:17]2[O:16][N:15]=[C:14]([CH2:13][NH:11][C:8]34[CH2:10][CH:4]5[CH2:5][CH:6]([CH2:1][CH:2]([CH2:3]5)[CH2:9]3)[CH2:7]4)[N:18]=2)=[CH:20]1, predict the reactants needed to synthesize it. The reactants are: [CH2:1]1[CH:6]2[CH2:7][C:8]3([NH2:11])[CH2:10][CH:4]([CH2:5]2)[CH2:3][CH:2]1[CH2:9]3.Cl[CH2:13][C:14]1[N:18]=[C:17]([C:19]2[CH:23]=[CH:22][S:21][CH:20]=2)[O:16][N:15]=1. (2) Given the product [Br:32][C:28]1[CH:29]=[CH:30][C:31]2[N:19]([C:2]3[CH:3]=[CH:4][C:5]4[C:6]5[C:11](=[CH:10][CH:9]=[CH:8][CH:7]=5)[C:12]5[C:17](=[CH:16][CH:15]=[CH:14][CH:13]=5)[C:18]=4[CH:1]=3)[C:20]3[C:25]([C:26]=2[CH:27]=1)=[CH:24][CH:23]=[CH:22][CH:21]=3, predict the reactants needed to synthesize it. The reactants are: [CH:1]1[C:18]2[C:17]3[C:12](=[CH:13][CH:14]=[CH:15][CH:16]=3)[C:11]3[C:6](=[CH:7][CH:8]=[CH:9][CH:10]=3)[C:5]=2[CH:4]=[CH:3][C:2]=1[N:19]1[C:31]2[CH:30]=[CH:29][CH:28]=[CH:27][C:26]=2[C:25]2[C:20]1=[CH:21][CH:22]=[CH:23][CH:24]=2.[Br:32]N1C(=O)CCC1=O. (3) Given the product [F:1][C:2]1[C:7]([F:8])=[CH:6][CH:5]=[CH:4][C:3]=1[C@H:9]1[CH2:14][N:13]2[C:15]([C:18]([O:21][CH3:22])([CH3:19])[CH3:20])=[CH:16][N:17]=[C:12]2[C@@H:11]([NH:23][C:41]([C:39]2[CH:40]=[C:35]3[CH2:34][C@@:26]4([C:27]5[C:28](=[N:29][CH:30]=[CH:31][CH:32]=5)[NH:33][C:25]4=[O:24])[CH2:44][C:36]3=[N:37][CH:38]=2)=[O:42])[CH2:10]1, predict the reactants needed to synthesize it. The reactants are: [F:1][C:2]1[C:7]([F:8])=[CH:6][CH:5]=[CH:4][C:3]=1[C@H:9]1[CH2:14][N:13]2[C:15]([C:18]([O:21][CH3:22])([CH3:20])[CH3:19])=[CH:16][N:17]=[C:12]2[C@@H:11]([NH2:23])[CH2:10]1.[O:24]=[C:25]1[NH:33][C:28]2=[N:29][CH:30]=[CH:31][CH:32]=[C:27]2[C@@:26]21[CH2:44][C:36]1=[N:37][CH:38]=[C:39]([C:41](O)=[O:42])[CH:40]=[C:35]1[CH2:34]2.ON1C2N=CC=CC=2N=N1.CN1CCOCC1.Cl.CN(C)CCCN=C=NCC. (4) The reactants are: [NH2:1][CH2:2][CH2:3][NH:4][C:5]1[N:10]=[C:9]([C:11]2[CH:16]=[CH:15][C:14]([C:17]#[N:18])=[CH:13][CH:12]=2)[C:8]([C:19]2[NH:20][CH:21]=[CH:22][N:23]=2)=[CH:7][N:6]=1.[N+:24]([C:27]1[CH:28]=[C:29]([CH:33]=[CH:34][CH:35]=1)[C:30](O)=[O:31])([O-:26])=[O:25].Cl.CN(C)CCCN=C=NCC. Given the product [C:17]([C:14]1[CH:15]=[CH:16][C:11]([C:9]2[C:8]([C:19]3[NH:23][CH:22]=[CH:21][N:20]=3)=[CH:7][N:6]=[C:5]([NH:4][CH2:3][CH2:2][NH:1][C:30]([C:29]3[CH:33]=[CH:34][CH:35]=[C:27]([N+:24]([O-:26])=[O:25])[CH:28]=3)=[O:31])[N:10]=2)=[CH:12][CH:13]=1)#[N:18], predict the reactants needed to synthesize it. (5) Given the product [OH:17][C@@H:4]1[C@@H:3]([CH2:2][OH:1])[O:11][C@H:10]2[C@H:6]([N:7]=[C:8]([N:12]([CH2:13][CH2:14][CH3:15])[C:23](=[O:24])[O:22][C:19]([CH3:21])([CH3:20])[CH3:18])[S:9]2)[C@H:5]1[OH:16], predict the reactants needed to synthesize it. The reactants are: [OH:1][CH2:2][C@H:3]1[O:11][C@H:10]2[C@H:6]([N:7]=[C:8]([NH:12][CH2:13][CH2:14][CH3:15])[S:9]2)[C@@H:5]([OH:16])[C@@H:4]1[OH:17].[CH3:18][C:19]([O:22][C:23](O[C:23]([O:22][C:19]([CH3:21])([CH3:20])[CH3:18])=[O:24])=[O:24])([CH3:21])[CH3:20]. (6) Given the product [Br:1][C:2]1[N:7]=[C:6]2[NH:8][CH:9]=[C:10]([CH:11]=[O:13])[C:5]2=[CH:4][CH:3]=1, predict the reactants needed to synthesize it. The reactants are: [Br:1][C:2]1[N:7]=[C:6]2[NH:8][CH:9]=[CH:10][C:5]2=[CH:4][CH:3]=1.[C:11](O)(=[O:13])C.C1N2CN3CN(C2)CN1C3. (7) Given the product [CH:12]1[N:11]2[C:5]3[CH:4]=[CH:3][CH:2]=[CH:23][C:6]=3[N:7]=[CH:8][CH2:9][C:10]2=[N:14][N:13]=1, predict the reactants needed to synthesize it. The reactants are: Br[C:2]1[CH:3]=[CH:4][C:5]2[N:11]3[C:12](C)=[N:13][N:14]=[C:10]3[CH2:9][CH2:8][N:7](C3C=CC(Cl)=CC=3)[C:6]=2[CH:23]=1.CC1(C)C(C)(C)OB(C2C=CC(C(OC)=O)=CC=2)O1.C(=O)([O-])[O-].[Cs+].[Cs+].C(OCC)(=O)C. (8) Given the product [CH2:29]([N:10]([CH2:9][CH2:8][C:5]1[CH:4]=[CH:3][C:2]([OH:1])=[CH:7][CH:6]=1)[C:11]1[CH:28]=[CH:27][CH:26]=[CH:25][C:12]=1[CH2:13][CH:14]1[CH2:23][CH2:22][C:21]2[CH:20]=[C:19]([OH:24])[CH:18]=[CH:17][C:16]=2[CH2:15]1)[CH3:30], predict the reactants needed to synthesize it. The reactants are: [OH:1][C:2]1[CH:7]=[CH:6][C:5]([CH2:8][CH2:9][NH:10][C:11]2[CH:28]=[CH:27][CH:26]=[CH:25][C:12]=2[CH2:13][CH:14]2[CH2:23][CH2:22][C:21]3[CH:20]=[C:19]([OH:24])[CH:18]=[CH:17][C:16]=3[CH2:15]2)=[CH:4][CH:3]=1.[C:29](O[BH-](OC(=O)C)OC(=O)C)(=O)[CH3:30].[Na+].C(=O)C.C(=O)(O)[O-].[Na+].